Dataset: Forward reaction prediction with 1.9M reactions from USPTO patents (1976-2016). Task: Predict the product of the given reaction. Given the reactants [CH3:1][C:2]1[CH:11]=[CH:10][C:9]2[C:4](=[C:5]([CH2:12][C:13]([OH:15])=[O:14])[CH:6]=[CH:7][CH:8]=2)[N:3]=1.Cl[Si](C)(C)[CH3:18], predict the reaction product. The product is: [CH3:1][C:2]1[CH:11]=[CH:10][C:9]2[C:4](=[C:5]([CH2:12][C:13]([O:15][CH3:18])=[O:14])[CH:6]=[CH:7][CH:8]=2)[N:3]=1.